Task: Predict the product of the given reaction.. Dataset: Forward reaction prediction with 1.9M reactions from USPTO patents (1976-2016) (1) The product is: [Br:1][C:2]1[N:7]=[C:6]2[N:8]([CH2:14][C:15]3[C:20]([F:21])=[CH:19][CH:18]=[C:17]([F:22])[C:16]=3[Cl:23])[CH2:9][CH2:10][NH:11][C:5]2=[N:4][CH:3]=1. Given the reactants [Br:1][C:2]1[N:7]=[C:6]2[N:8]([CH2:14][C:15]3[C:20]([F:21])=[CH:19][CH:18]=[C:17]([F:22])[C:16]=3[Cl:23])[C:9](=O)[C:10](=O)[NH:11][C:5]2=[N:4][CH:3]=1.S(C)C, predict the reaction product. (2) Given the reactants [CH2:1]([N:8]1[CH:16]=[C:15]2[C:10]([CH:11]=[C:12]([C:17]3[CH:18]=[C:19](C4CCNCC4)[N:20]4[C:25]=3[C:24]([NH2:26])=[N:23][CH:22]=[N:21]4)[CH:13]=[CH:14]2)=[N:9]1)[C:2]1[CH:7]=[CH:6][CH:5]=[CH:4][CH:3]=1.[CH3:33][N:34]([CH3:39])[CH2:35][C:36](O)=[O:37].CCN=C=NCCCN(C)C.Cl.[CH:52]1[CH:53]=[CH:54]C2N(O)N=[N:58][C:56]=2[CH:57]=1.C(N(CC)C(C)C)(C)C, predict the reaction product. The product is: [CH2:1]([N:8]1[CH:16]=[C:15]2[C:10]([CH:11]=[C:12]([C:17]3[CH:18]=[C:19]([CH:53]4[CH2:52][CH2:57][CH2:56][N:58]([C:36](=[O:37])[CH2:35][N:34]([CH3:39])[CH3:33])[CH2:54]4)[N:20]4[C:25]=3[C:24]([NH2:26])=[N:23][CH:22]=[N:21]4)[CH:13]=[CH:14]2)=[N:9]1)[C:2]1[CH:3]=[CH:4][CH:5]=[CH:6][CH:7]=1. (3) Given the reactants [Br:1][C:2]1[CH:3]=[C:4]([C:8](=[O:10])[CH3:9])[CH:5]=[CH:6][CH:7]=1.CC(C)([O-])C.[K+].C([O:19][C:20](=O)[C:21]([F:24])([F:23])[F:22])C, predict the reaction product. The product is: [Br:1][C:2]1[CH:3]=[C:4]([C:8](=[O:10])[CH2:9][C:20](=[O:19])[C:21]([F:24])([F:23])[F:22])[CH:5]=[CH:6][CH:7]=1. (4) Given the reactants [CH3:1][CH:2]([NH2:4])[CH3:3].Cl[C:6]1[CH:11]=[C:10]([C:12]2[CH:17]=[CH:16][CH:15]=[CH:14][CH:13]=2)[N:9]=[C:8]([NH2:18])[N:7]=1, predict the reaction product. The product is: [C:12]1([C:10]2[N:9]=[C:8]([NH2:18])[N:7]=[C:6]([NH:4][CH:2]([CH3:3])[CH3:1])[CH:11]=2)[CH:17]=[CH:16][CH:15]=[CH:14][CH:13]=1. (5) Given the reactants [CH3:1]OC(=O)C1C=CC(N(CC2C=CC=CC=2)S(C2C=CC(OC)=CC=2)(=O)=O)=CC=1.N1[CH:35]=[CH:34][CH:33]=[CH:32][C:31]=1[CH2:36][NH:37][CH2:38][C:39]1[CH:46]=[CH:45][C:42]([C:43]#[N:44])=[CH:41][CH:40]=1.[F:47][C:48]1[CH:53]=[C:52]([Cl:54])[C:51]([CH3:55])=[CH:50][C:49]=1[S:56](Cl)(=[O:58])=[O:57], predict the reaction product. The product is: [CH2:36]([N:37]([CH2:38][C:39]1[CH:46]=[CH:45][C:42]([C:43]#[N:44])=[CH:41][CH:40]=1)[S:56]([C:49]1[CH:50]=[C:51]([CH3:55])[C:52]([Cl:54])=[CH:53][C:48]=1[F:47])(=[O:58])=[O:57])[C:31]1[CH:1]=[CH:35][CH:34]=[CH:33][CH:32]=1.